This data is from HIV replication inhibition screening data with 41,000+ compounds from the AIDS Antiviral Screen. The task is: Binary Classification. Given a drug SMILES string, predict its activity (active/inactive) in a high-throughput screening assay against a specified biological target. The drug is CC(C)C(Nc1c2ccccc2nc2ccccc12)C(=O)O. The result is 0 (inactive).